The task is: Predict the reactants needed to synthesize the given product.. This data is from Full USPTO retrosynthesis dataset with 1.9M reactions from patents (1976-2016). (1) Given the product [CH3:15][O:16][C:17]1[C:25]([N+:26]([O-:28])=[O:27])=[CH:24][CH:23]=[CH:22][C:18]=1[C:19]([O:21][CH2:1][C:2]1[CH:7]=[CH:6][CH:5]=[CH:4][CH:3]=1)=[O:20], predict the reactants needed to synthesize it. The reactants are: [CH2:1](Br)[C:2]1[CH:7]=[CH:6][CH:5]=[CH:4][CH:3]=1.C(=O)([O-])[O-].[K+].[K+].[CH3:15][O:16][C:17]1[C:25]([N+:26]([O-:28])=[O:27])=[CH:24][CH:23]=[CH:22][C:18]=1[C:19]([OH:21])=[O:20]. (2) Given the product [Cl:25][C:21]1[C:20]([F:26])=[C:19]([CH:24]=[CH:23][CH:22]=1)[NH:18][C:9]1[C:8]2[C:13](=[CH:14][C:15]([O:16][CH3:17])=[C:6]([OH:5])[CH:7]=2)[N:12]=[CH:11][N:10]=1, predict the reactants needed to synthesize it. The reactants are: Cl.C([O:5][C:6]1[CH:7]=[C:8]2[C:13](=[CH:14][C:15]=1[O:16][CH3:17])[N:12]=[CH:11][N:10]=[C:9]2[NH:18][C:19]1[CH:24]=[CH:23][CH:22]=[C:21]([Cl:25])[C:20]=1[F:26])(=O)C.O.[OH-].[Na+].C(O)(=O)C. (3) Given the product [CH3:18][N:19]1[CH2:24][CH2:23][N:13]([C:11]2[C:12]3[CH:2]=[CH:3][CH:4]=[CH:5][C:6]=3[NH:7][C:8]3[CH:17]=[CH:16][CH:15]=[CH:14][C:9]=3[N:10]=2)[CH2:21][CH2:20]1, predict the reactants needed to synthesize it. The reactants are: Cl.[CH:2]1[C:12]2[C:11]([NH2:13])=[N:10][C:9]3[CH:14]=[CH:15][CH:16]=[CH:17][C:8]=3[NH:7][C:6]=2[CH:5]=[CH:4][CH:3]=1.[CH3:18][N:19]1[CH2:24][CH2:23]N[CH2:21][CH2:20]1.C(N(CC)C(C)C)(C)C.CS(C)=O. (4) Given the product [F:37][C:38]1[CH:45]=[CH:44][C:41]([C:42](=[O:43])[CH:11]([NH:22][C:23](=[O:29])[O:24][C:25]([CH3:26])([CH3:27])[CH3:28])[C:9]2[CH:8]=[CH:7][CH:6]=[C:5]3[C:10]=2[N:1]=[CH:2][CH:3]=[CH:4]3)=[CH:40][CH:39]=1, predict the reactants needed to synthesize it. The reactants are: [N:1]1[C:10]2[C:5](=[CH:6][CH:7]=[CH:8][C:9]=2[CH:11]([NH:22][C:23](=[O:29])[O:24][C:25]([CH3:28])([CH3:27])[CH3:26])S(C2C=CC(C)=CC=2)(=O)=O)[CH:4]=[CH:3][CH:2]=1.C(N(CC)CC)C.[F:37][C:38]1[CH:45]=[CH:44][C:41]([CH:42]=[O:43])=[CH:40][CH:39]=1.[Cl-].[NH4+]. (5) Given the product [CH2:1]([O:8][CH:9]1[CH:14]=[CH:13][CH:12]=[CH:11][C:10]1([O:16][CH3:17])[B:23]([OH:29])[OH:24])[C:2]1[CH:7]=[CH:6][CH:5]=[CH:4][CH:3]=1, predict the reactants needed to synthesize it. The reactants are: [CH2:1]([O:8][C:9]1[CH:14]=[C:13](Br)[CH:12]=[CH:11][C:10]=1[O:16][CH3:17])[C:2]1[CH:7]=[CH:6][CH:5]=[CH:4][CH:3]=1.C([Li])CCC.[B:23](OOC(C)C)([O:29]OC(C)C)[O:24]OC(C)C.[Cl-].[NH4+]. (6) Given the product [C:53]([CH2:56][CH2:57][CH2:58][CH2:59][CH2:60][N:61]1[C:69]2[C:64](=[CH:65][C:66]([S:70]([OH:73])(=[O:72])=[O:71])=[CH:67][CH:68]=2)[C:63]([CH3:82])([CH2:74][CH2:75][CH2:76][CH2:77][S:78]([OH:81])(=[O:79])=[O:80])/[C:62]/1=[CH:83]\[CH:29]=[CH:28]\[CH:27]=[CH:32]\[CH:31]=[CH:25]\[C:4]1[C:5]([CH3:24])([CH2:16][CH2:17][CH2:18][CH2:19][S:20]([OH:23])(=[O:22])=[O:21])[C:6]2[C:11](=[CH:10][CH:9]=[C:8]([S:12]([O-:15])(=[O:13])=[O:14])[CH:7]=2)[N+:3]=1[CH2:1][CH3:2])([OH:55])=[O:54], predict the reactants needed to synthesize it. The reactants are: [CH2:1]([N+:3]1[C:11]2[C:6](=[CH:7][C:8]([S:12]([O-:15])(=[O:14])=[O:13])=[CH:9][CH:10]=2)[C:5]([CH3:24])([CH2:16][CH2:17][CH2:18][CH2:19][S:20]([OH:23])(=[O:22])=[O:21])[C:4]=1[CH3:25])[CH3:2].Cl.[C:27]1(NC=CC=CC=N[C:27]2[CH:32]=[CH:31]C=[CH:29][CH:28]=2)[CH:32]=[CH:31]C=[CH:29][CH:28]=1.C(OC(=O)C)(=O)C.[C:53]([CH2:56][CH2:57][CH2:58][CH2:59][CH2:60][N+:61]1[C:69]2[C:64](=[CH:65][C:66]([S:70]([O-:73])(=[O:72])=[O:71])=[CH:67][CH:68]=2)[C:63]([CH3:82])([CH2:74][CH2:75][CH2:76][CH2:77][S:78]([OH:81])(=[O:80])=[O:79])[C:62]=1[CH3:83])([OH:55])=[O:54]. (7) Given the product [CH:39]1([C:20]2[C:21]([C:23]3[NH:38][C:26]4[CH2:27][NH:28][CH2:29][CH2:30][C:25]=4[N:24]=3)=[CH:22][C:17]([C:15]([N:12]3[CH2:11][CH2:10][CH:9]([C:6]4[CH:7]=[CH:8][C:3]([C:1]#[N:2])=[CH:4][CH:5]=4)[CH2:14][CH2:13]3)=[O:16])=[C:18]([CH3:43])[CH:19]=2)[CH2:40][CH2:41][CH2:42]1, predict the reactants needed to synthesize it. The reactants are: [C:1]([C:3]1[CH:8]=[CH:7][C:6]([CH:9]2[CH2:14][CH2:13][N:12]([C:15]([C:17]3[C:18]([CH3:43])=[CH:19][C:20]([CH:39]4[CH2:42][CH2:41][CH2:40]4)=[C:21]([C:23]4[NH:38][C:26]5[CH2:27][N:28](C(OC(C)(C)C)=O)[CH2:29][CH2:30][C:25]=5[N:24]=4)[CH:22]=3)=[O:16])[CH2:11][CH2:10]2)=[CH:5][CH:4]=1)#[N:2].